From a dataset of Forward reaction prediction with 1.9M reactions from USPTO patents (1976-2016). Predict the product of the given reaction. (1) Given the reactants [CH3:1][CH:2]([N:4]1[CH2:9][CH2:8][CH:7]([CH2:10][CH:11]2[CH2:16][CH2:15][N:14]([C:17]3[CH:18]=[CH:19][C:20]([C:23](OC(C)(C)C)=[O:24])=[N:21][CH:22]=3)[CH2:13][CH2:12]2)[CH2:6][CH2:5]1)[CH3:3].[CH3:30][NH2:31], predict the reaction product. The product is: [CH3:30][NH:31][C:23]([C:20]1[CH:19]=[CH:18][C:17]([N:14]2[CH2:13][CH2:12][CH:11]([CH2:10][CH:7]3[CH2:8][CH2:9][N:4]([CH:2]([CH3:3])[CH3:1])[CH2:5][CH2:6]3)[CH2:16][CH2:15]2)=[CH:22][N:21]=1)=[O:24]. (2) The product is: [C:1]([O:5][C:6]([NH:8][CH2:9][C:10]1[S:11][CH:12]=[C:13]([C:15]([NH:17][C:18]([CH3:23])([CH3:22])[C:19]([NH:33][C@@H:34]([CH:49]([CH3:51])[CH3:50])[C:35]([O:37][C@H:38]([CH:47]=[CH2:48])[CH2:39][C:40]([O:42][C:43]([CH3:44])([CH3:45])[CH3:46])=[O:41])=[O:36])=[O:21])=[O:16])[N:14]=1)=[O:7])([CH3:2])([CH3:3])[CH3:4]. Given the reactants [C:1]([O:5][C:6]([NH:8][CH2:9][C:10]1[S:11][CH:12]=[C:13]([C:15]([NH:17][C:18]([CH3:23])([CH3:22])[C:19]([OH:21])=O)=[O:16])[N:14]=1)=[O:7])([CH3:4])([CH3:3])[CH3:2].C(N(C(C)C)CC)(C)C.[NH2:33][C@@H:34]([CH:49]([CH3:51])[CH3:50])[C:35]([O:37][C@H:38]([CH:47]=[CH2:48])[CH2:39][C:40]([O:42][C:43]([CH3:46])([CH3:45])[CH3:44])=[O:41])=[O:36].O, predict the reaction product. (3) Given the reactants Br[CH2:2][C:3]([C:5]1[CH:10]=[CH:9][C:8]([N+:11]([O-])=O)=[CH:7][CH:6]=1)=O.[C:14]1([CH2:20][C:21](=[S:23])[NH2:22])[CH:19]=[CH:18][CH:17]=[CH:16][CH:15]=1.O.Cl.[NH4+].[OH-], predict the reaction product. The product is: [CH2:20]([C:21]1[S:23][CH:2]=[C:3]([C:5]2[CH:10]=[CH:9][C:8]([NH2:11])=[CH:7][CH:6]=2)[N:22]=1)[C:14]1[CH:19]=[CH:18][CH:17]=[CH:16][CH:15]=1. (4) Given the reactants [N:1]1[CH:6]=[CH:5][CH:4]=[N:3][C:2]=1[C:7]1[CH:12]=[CH:11][C:10](/[CH:13]=[CH:14]/[CH2:15][OH:16])=[CH:9][CH:8]=1.C([O-])=O.[NH4+], predict the reaction product. The product is: [N:1]1[CH:6]=[CH:5][CH:4]=[N:3][C:2]=1[C:7]1[CH:12]=[CH:11][C:10]([CH2:13][CH2:14][CH2:15][OH:16])=[CH:9][CH:8]=1. (5) Given the reactants [Cl:1][C:2]1[N:7]=[CH:6][C:5]([NH:8][C:9]2[C:14]([C:15]3[N:20]=[C:19]([CH3:21])[N:18]=[C:17]([N:22](CC4C=CC(OC)=CC=4)CC4C=CC(OC)=CC=4)[N:16]=3)=[CH:13][CH:12]=[CH:11][N:10]=2)=[CH:4][CH:3]=1, predict the reaction product. The product is: [Cl:1][C:2]1[N:7]=[CH:6][C:5]([NH:8][C:9]2[C:14]([C:15]3[N:20]=[C:19]([CH3:21])[N:18]=[C:17]([NH2:22])[N:16]=3)=[CH:13][CH:12]=[CH:11][N:10]=2)=[CH:4][CH:3]=1. (6) The product is: [CH2:43]([C:47]1[O:51][N:50]=[CH:49][C:48]=1[C:52]([N:1]1[CH2:5][CH2:4][CH:3]([C:6]2[CH:7]=[N:8][CH:9]=[CH:10][CH:11]=2)[CH2:2]1)=[O:53])[CH2:44][CH2:45][CH3:46]. Given the reactants [NH:1]1[CH2:5][CH2:4][CH:3]([C:6]2[CH:7]=[N:8][CH:9]=[CH:10][CH:11]=2)[CH2:2]1.CN(C(ON1N=NC2C=CC=CC1=2)=[N+](C)C)C.[B-](F)(F)(F)F.C(N(C(C)C)C(C)C)C.[CH2:43]([C:47]1[O:51][N:50]=[CH:49][C:48]=1[C:52](O)=[O:53])[CH2:44][CH2:45][CH3:46], predict the reaction product. (7) The product is: [Br:1][C:2]1[C:7]([CH2:8][OH:9])=[C:6]([OH:10])[C:5]([O:11][CH3:12])=[CH:4][CH:3]=1. Given the reactants [Br:1][C:2]1[C:7]([CH:8]=[O:9])=[C:6]([OH:10])[C:5]([O:11][CH3:12])=[CH:4][CH:3]=1.B.[Na].Cl, predict the reaction product.